This data is from NCI-60 drug combinations with 297,098 pairs across 59 cell lines. The task is: Regression. Given two drug SMILES strings and cell line genomic features, predict the synergy score measuring deviation from expected non-interaction effect. Drug 1: CC1C(C(CC(O1)OC2CC(CC3=C2C(=C4C(=C3O)C(=O)C5=C(C4=O)C(=CC=C5)OC)O)(C(=O)C)O)N)O.Cl. Drug 2: CC1=C2C(C(=O)C3(C(CC4C(C3C(C(C2(C)C)(CC1OC(=O)C(C(C5=CC=CC=C5)NC(=O)OC(C)(C)C)O)O)OC(=O)C6=CC=CC=C6)(CO4)OC(=O)C)O)C)O. Cell line: SF-539. Synergy scores: CSS=36.0, Synergy_ZIP=-10.6, Synergy_Bliss=-6.47, Synergy_Loewe=-14.0, Synergy_HSA=-3.65.